Task: Predict the reactants needed to synthesize the given product.. Dataset: Full USPTO retrosynthesis dataset with 1.9M reactions from patents (1976-2016) (1) Given the product [CH2:3]([O:6][C@@H:7]([CH2:12][C:13]1[CH:18]=[CH:17][C:16]([C:19]2[CH:24]=[CH:23][CH:22]=[C:21]([N:25]([CH3:36])[C:26]([NH:28][CH2:29][CH2:30][CH2:31][CH2:32][CH2:33][CH2:34][CH3:35])=[O:27])[CH:20]=2)=[CH:15][CH:14]=1)[C:8]([OH:10])=[O:9])[CH2:4][CH3:5], predict the reactants needed to synthesize it. The reactants are: [OH-].[Na+].[CH2:3]([O:6][C@@H:7]([CH2:12][C:13]1[CH:18]=[CH:17][C:16]([C:19]2[CH:24]=[CH:23][CH:22]=[C:21]([N:25]([CH3:36])[C:26]([NH:28][CH2:29][CH2:30][CH2:31][CH2:32][CH2:33][CH2:34][CH3:35])=[O:27])[CH:20]=2)=[CH:15][CH:14]=1)[C:8]([O:10]C)=[O:9])[CH2:4][CH3:5].O1CCCC1.CO.O. (2) Given the product [CH:27]([OH:36])=[O:28].[F:41][C:37]1[CH:38]=[CH:39][CH:40]=[C:2]([F:1])[C:3]=1[CH2:4][O:5][C:6]1[C:7]2[N:8]([C:13]([C:17]3[O:21][N:20]=[C:19]([CH2:22][C:23]([CH3:25])([NH2:26])[CH3:24])[N:18]=3)=[C:14]([CH3:16])[N:15]=2)[CH:9]=[C:10]([CH3:12])[CH:11]=1, predict the reactants needed to synthesize it. The reactants are: [F:1][C:2]1[CH:40]=[CH:39][CH:38]=[C:37]([F:41])[C:3]=1[CH2:4][O:5][C:6]1[C:7]2[N:8]([C:13]([C:17]3[O:21][N:20]=[C:19]([CH2:22][C:23]([NH:26][C:27](=[O:36])[O:28]CC4C=CC=CC=4)([CH3:25])[CH3:24])[N:18]=3)=[C:14]([CH3:16])[N:15]=2)[CH:9]=[C:10]([CH3:12])[CH:11]=1. (3) The reactants are: C(=O)([O-])[O-].[K+].[K+].[CH2:7]([O:9][C:10]([C:12]1[S:21][C:20]2[C:19]3[CH:22]=[C:23]([Cl:27])[CH:24]=[C:25]([OH:26])[C:18]=3[O:17][C:16]3[CH:28]=[CH:29][CH:30]=[CH:31][C:15]=3[C:14]=2[CH:13]=1)=[O:11])[CH3:8].Cl.[CH3:33][N:34]([CH3:39])[CH2:35][CH2:36][CH2:37]Cl. Given the product [CH2:7]([O:9][C:10]([C:12]1[S:21][C:20]2[C:19]3[CH:22]=[C:23]([Cl:27])[CH:24]=[C:25]([O:26][CH2:37][CH2:36][CH2:35][N:34]([CH3:39])[CH3:33])[C:18]=3[O:17][C:16]3[CH:28]=[CH:29][CH:30]=[CH:31][C:15]=3[C:14]=2[CH:13]=1)=[O:11])[CH3:8], predict the reactants needed to synthesize it. (4) Given the product [ClH:12].[N:1]1[CH:6]=[CH:5][N:4]=[CH:3][C:2]=1[C:7]([NH2:13])=[NH:8], predict the reactants needed to synthesize it. The reactants are: [N:1]1[CH:6]=[CH:5][N:4]=[CH:3][C:2]=1[C:7]#[N:8].C[O-].[Na+].[Cl-:12].[NH4+:13]. (5) Given the product [CH3:16][O:15][C:10]1[CH:11]=[CH:12][CH:13]=[CH:14][C:9]=1[O:8][CH2:7][CH2:6][N:5]1[CH2:2][C@H:1]([CH2:19][OH:21])[O:3][C:4]1=[S:17], predict the reactants needed to synthesize it. The reactants are: [CH2:1]([O:3][C:4](=[S:17])[NH:5][CH2:6][CH2:7][O:8][C:9]1[CH:14]=[CH:13][CH:12]=[CH:11][C:10]=1[O:15][CH3:16])[CH3:2].C[C:19](C)([O-:21])C.[Li+].